This data is from Catalyst prediction with 721,799 reactions and 888 catalyst types from USPTO. The task is: Predict which catalyst facilitates the given reaction. (1) Reactant: [Br:1][C:2]1[CH:8]=[C:7]([O:9][CH3:10])[C:6]([Cl:11])=[CH:5][C:3]=1[NH2:4].C(N(CC)CC)C.ClC(Cl)(O[C:23](=[O:29])OC(Cl)(Cl)Cl)Cl.C[O:32][C:33](=O)[C:34]([NH2:37])([CH3:36])[CH3:35]. Product: [Br:1][C:2]1[CH:8]=[C:7]([O:9][CH3:10])[C:6]([Cl:11])=[CH:5][C:3]=1[N:4]1[C:33](=[O:32])[C:34]([CH3:36])([CH3:35])[NH:37][C:23]1=[O:29]. The catalyst class is: 22. (2) Reactant: [F:1][C:2]1([F:40])[CH2:7][CH2:6][CH:5]([C@H:8]([NH:33][C:34](=[O:39])[C@H:35]([CH3:38])[NH:36][CH3:37])[C:9]([N:11]2[C@H:16]([C:17]([NH:19][C@H:20]3[C:29]4[C:24](=[CH:25][CH:26]=[CH:27][CH:28]=4)[O:23][CH2:22][CH2:21]3)=[O:18])[CH2:15][N:14]3[CH2:30][CH2:31][CH2:32][C@@H:13]3[CH2:12]2)=[O:10])[CH2:4][CH2:3]1.C(OCC)(=O)C.[ClH:47]. The catalyst class is: 13. Product: [ClH:47].[ClH:47].[F:40][C:2]1([F:1])[CH2:7][CH2:6][CH:5]([C@H:8]([NH:33][C:34](=[O:39])[C@H:35]([CH3:38])[NH:36][CH3:37])[C:9]([N:11]2[C@H:16]([C:17]([NH:19][C@H:20]3[C:29]4[C:24](=[CH:25][CH:26]=[CH:27][CH:28]=4)[O:23][CH2:22][CH2:21]3)=[O:18])[CH2:15][N:14]3[CH2:30][CH2:31][CH2:32][C@@H:13]3[CH2:12]2)=[O:10])[CH2:4][CH2:3]1. (3) Reactant: [Br:1][C:2]1[CH:10]=[CH:9][C:5]([C:6]([OH:8])=[O:7])=[C:4]([NH:11][CH:12]([CH3:14])[CH3:13])[CH:3]=1.[C:15](=O)([O-])[O-].[K+].[K+].CI.O. Product: [Br:1][C:2]1[CH:10]=[CH:9][C:5]([C:6]([O:8][CH3:15])=[O:7])=[C:4]([NH:11][CH:12]([CH3:14])[CH3:13])[CH:3]=1. The catalyst class is: 9. (4) Reactant: Cl[C:2]1[CH:11]=[N:10][C:9]2[C:8]([C:12]([O:14][CH3:15])=[O:13])=[C:7]([O:16][CH3:17])[C:6]([C:18]3[CH:23]=[CH:22][C:21]([F:24])=[C:20]([F:25])[CH:19]=3)=[CH:5][C:4]=2[N:3]=1.C([Sn](CCCC)(CCCC)[C:31]1[S:32][CH:33]=[CH:34][CH:35]=1)CCC. Product: [F:25][C:20]1[CH:19]=[C:18]([C:6]2[C:7]([O:16][CH3:17])=[C:8]([C:12]([O:14][CH3:15])=[O:13])[C:9]3[N:10]=[CH:11][C:2]([C:31]4[S:32][CH:33]=[CH:34][CH:35]=4)=[N:3][C:4]=3[CH:5]=2)[CH:23]=[CH:22][C:21]=1[F:24]. The catalyst class is: 77. (5) Reactant: C([O:4][C@@H:5]1[C@H:9]([Br:10])[C@@H:8]([CH2:11][O:12]C(=O)C)[O:7][C@H:6]1[N:16]1[CH:23]=[CH:22][C:20](=[O:21])[NH:19][C:17]1=[O:18])(=O)C. Product: [Br:10][C@@H:9]1[C@@H:8]([CH2:11][OH:12])[O:7][C@@H:6]([N:16]2[CH:23]=[CH:22][C:20](=[O:21])[NH:19][C:17]2=[O:18])[C@@H:5]1[OH:4]. The catalyst class is: 328. (6) Reactant: [C:1]([NH:5][C:6]1[C:11]([CH:12]=O)=[CH:10][N:9]=[C:8]([Cl:14])[CH:7]=1)([CH3:4])([CH3:3])[CH3:2].[F:15][C:16]1[CH:22]=[CH:21][C:19]([NH2:20])=[CH:18][C:17]=1[N+:23]([O-:25])=[O:24].[BH-](OC(C)=O)(OC(C)=O)OC(C)=O.[Na+].[OH-].[Na+]. Product: [C:1]([NH:5][C:6]1[C:11]([CH2:12][NH:20][C:19]2[CH:21]=[CH:22][C:16]([F:15])=[C:17]([N+:23]([O-:25])=[O:24])[CH:18]=2)=[CH:10][N:9]=[C:8]([Cl:14])[CH:7]=1)([CH3:4])([CH3:3])[CH3:2]. The catalyst class is: 52.